From a dataset of Full USPTO retrosynthesis dataset with 1.9M reactions from patents (1976-2016). Predict the reactants needed to synthesize the given product. (1) Given the product [CH2:13]([CH:20]1[CH2:25][CH2:24][N:23]([CH2:2][C:3]2[S:7][C:6]([NH:8][C:9](=[O:11])[CH3:10])=[N:5][CH:4]=2)[CH:22]([CH3:26])[CH2:21]1)[C:14]1[CH:19]=[CH:18][CH:17]=[CH:16][CH:15]=1, predict the reactants needed to synthesize it. The reactants are: Cl[CH2:2][C:3]1[S:7][C:6]([NH:8][C:9](=[O:11])[CH3:10])=[N:5][CH:4]=1.Cl.[CH2:13]([CH:20]1[CH2:25][CH2:24][NH:23][CH:22]([CH3:26])[CH2:21]1)[C:14]1[CH:19]=[CH:18][CH:17]=[CH:16][CH:15]=1.CCN(C(C)C)C(C)C. (2) Given the product [CH3:21][N:17]1[C:18]2[C:14](=[CH:13][C:12]([N:5]3[CH2:4][C:3]4[C:7](=[CH:8][CH:9]=[CH:10][C:2]=4[NH:1][C:29](=[O:31])[CH3:30])[C:6]3=[O:11])=[CH:20][CH:19]=2)[CH:15]=[CH:16]1, predict the reactants needed to synthesize it. The reactants are: [NH2:1][C:2]1[CH:10]=[CH:9][CH:8]=[C:7]2[C:3]=1[CH2:4][N:5]([C:12]1[CH:13]=[C:14]3[C:18](=[CH:19][CH:20]=1)[N:17]([CH3:21])[CH:16]=[CH:15]3)[C:6]2=[O:11].C(N(CC)CC)C.[C:29](Cl)(=[O:31])[CH3:30].